The task is: Predict the product of the given reaction.. This data is from Forward reaction prediction with 1.9M reactions from USPTO patents (1976-2016). (1) The product is: [CH2:15]([O:6][C:5](=[O:7])[CH:4]=[CH:3][CH:2]([CH3:8])[CH3:1])[C:16]1[CH:21]=[CH:20][CH:19]=[CH:18][CH:17]=1. Given the reactants [CH3:1][CH:2]([CH3:8])[CH:3]=[CH:4][C:5]([OH:7])=[O:6].C([O-])([O-])=O.[K+].[K+].[CH2:15](Br)[C:16]1[CH:21]=[CH:20][CH:19]=[CH:18][CH:17]=1, predict the reaction product. (2) Given the reactants F[C:2]1[CH:9]=[CH:8][C:5]([C:6]#[N:7])=[CH:4][C:3]=1[CH3:10].[CH3:11][N:12]1[CH2:18][CH2:17][CH2:16][NH:15][CH2:14][CH2:13]1, predict the reaction product. The product is: [CH3:10][C:3]1[CH:4]=[C:5]([CH:8]=[CH:9][C:2]=1[N:15]1[CH2:16][CH2:17][CH2:18][N:12]([CH3:11])[CH2:13][CH2:14]1)[C:6]#[N:7].